Dataset: Full USPTO retrosynthesis dataset with 1.9M reactions from patents (1976-2016). Task: Predict the reactants needed to synthesize the given product. (1) The reactants are: F[C:2]1[C:7]([CH:8]2[CH2:13][CH2:12][O:11][CH2:10][CH2:9]2)=[CH:6][CH:5]=[CH:4][N:3]=1.[NH2:14][C:15]1[CH:20]=[CH:19][C:18]([OH:21])=[CH:17][CH:16]=1.C(=O)([O-])[O-].[Cs+].[Cs+].[Cl-].[Na+]. Given the product [O:11]1[CH2:12][CH2:13][CH:8]([C:7]2[C:2]([O:21][C:18]3[CH:19]=[CH:20][C:15]([NH2:14])=[CH:16][CH:17]=3)=[N:3][CH:4]=[CH:5][CH:6]=2)[CH2:9][CH2:10]1, predict the reactants needed to synthesize it. (2) Given the product [Cl:40][CH2:39][CH2:38][CH2:37][O:12][C:8]1[CH:7]=[C:6]2[C:11]([C:3]([C:1]#[N:2])=[C:4]([C:17]3[CH:18]=[CH:19][C:20]([NH:23][C:24]([NH:26][CH:27]([CH3:29])[CH3:28])=[O:25])=[CH:21][CH:22]=3)[N:5]2[CH:13]2[CH2:14][CH2:15][CH2:16]2)=[CH:10][CH:9]=1, predict the reactants needed to synthesize it. The reactants are: [C:1]([C:3]1[C:11]2[C:6](=[CH:7][C:8]([OH:12])=[CH:9][CH:10]=2)[N:5]([CH:13]2[CH2:16][CH2:15][CH2:14]2)[C:4]=1[C:17]1[CH:22]=[CH:21][C:20]([NH:23][C:24]([NH:26][CH:27]([CH3:29])[CH3:28])=[O:25])=[CH:19][CH:18]=1)#[N:2].C([O-])([O-])=O.[K+].[K+].Br[CH2:37][CH2:38][CH2:39][Cl:40]. (3) The reactants are: [F:1][C:2]1[CH:7]=[CH:6][C:5]([N:8]2[CH2:13][CH2:12][N:11]([C:14]3[N:19]=[C:18]([CH3:20])[NH:17][C:16](=[O:21])[C:15]=3[N+:22]([O-:24])=[O:23])[CH2:10][CH2:9]2)=[CH:4][CH:3]=1.Cl[CH2:26][CH2:27][CH2:28][CH2:29][CH2:30][CH2:31][OH:32].C(=O)([O-])[O-].[K+].[K+]. Given the product [F:1][C:2]1[CH:7]=[CH:6][C:5]([N:8]2[CH2:9][CH2:10][N:11]([C:14]3[N:19]=[C:18]([CH3:20])[N:17]=[C:16]([O:21][CH2:26][CH2:27][CH2:28][CH2:29][CH2:30][CH2:31][OH:32])[C:15]=3[N+:22]([O-:24])=[O:23])[CH2:12][CH2:13]2)=[CH:4][CH:3]=1, predict the reactants needed to synthesize it. (4) The reactants are: [Cl:1][C:2]1[C:6]([Cl:7])=[C:5]([CH3:8])[NH:4][C:3]=1[C:9]([NH:11][CH:12]1[CH2:17][CH2:16][N:15]([C:18]2[S:19][C:20]([C:25]([O:27][CH2:28][CH3:29])=[O:26])=[C:21]([CH:23]=O)[N:22]=2)[CH2:14][CH:13]1[O:30][CH3:31])=[O:10].C(O[BH-](OC(=O)C)OC(=O)C)(=O)C.[Na+].[NH:46]1[CH2:51][CH2:50][O:49][CH2:48][CH2:47]1. Given the product [Cl:1][C:2]1[C:6]([Cl:7])=[C:5]([CH3:8])[NH:4][C:3]=1[C:9]([NH:11][C@H:12]1[CH2:17][CH2:16][N:15]([C:18]2[S:19][C:20]([C:25]([O:27][CH2:28][CH3:29])=[O:26])=[C:21]([CH2:23][N:46]3[CH2:51][CH2:50][O:49][CH2:48][CH2:47]3)[N:22]=2)[CH2:14][C@H:13]1[O:30][CH3:31])=[O:10], predict the reactants needed to synthesize it. (5) Given the product [C:27]([O:30][CH2:2][C:3]1[CH:8]=[CH:7][C:6]([C:9]2[CH2:13][C:12]([C:18]3[CH:23]=[C:22]([Cl:24])[CH:21]=[C:20]([Cl:25])[CH:19]=3)([C:14]([F:17])([F:16])[F:15])[O:11][N:10]=2)=[CH:5][C:4]=1[F:26])(=[O:29])[CH3:28], predict the reactants needed to synthesize it. The reactants are: Br[CH2:2][C:3]1[CH:8]=[CH:7][C:6]([C:9]2[CH2:13][C:12]([C:18]3[CH:23]=[C:22]([Cl:24])[CH:21]=[C:20]([Cl:25])[CH:19]=3)([C:14]([F:17])([F:16])[F:15])[O:11][N:10]=2)=[CH:5][C:4]=1[F:26].[C:27]([O-:30])(=[O:29])[CH3:28].[K+]. (6) The reactants are: [Br:1][C:2]1[CH:7]=[CH:6][C:5]([NH:8][C:9]2[C:14]([N+:15]([O-:17])=[O:16])=[CH:13][NH:12][C:11](=[O:18])[CH:10]=2)=[C:4]([F:19])[CH:3]=1.[H-].[Na+].[CH3:22]I. Given the product [F:19][C:4]1[CH:3]=[C:2]([Br:1])[CH:7]=[CH:6][C:5]=1[NH:8][C:9]1[C:14]([N+:15]([O-:17])=[O:16])=[CH:13][N:12]([CH3:22])[C:11](=[O:18])[CH:10]=1, predict the reactants needed to synthesize it. (7) The reactants are: [C:1]([C@H:5]1[CH2:10][CH2:9][C@H:8]([O:11][C:12]2[CH:13]=[C:14]3[C:19](=[CH:20][CH:21]=2)[CH2:18][C@@H:17]([C@:22]2([CH3:28])[CH2:26][O:25]C(=O)[NH:23]2)[CH2:16][CH2:15]3)[CH2:7][CH2:6]1)([CH3:4])([CH3:3])[CH3:2].[OH-].[Li+].C(O)C.O. Given the product [NH2:23][C@@:22]([C@H:17]1[CH2:16][CH2:15][C:14]2[C:19](=[CH:20][CH:21]=[C:12]([O:11][C@H:8]3[CH2:7][CH2:6][C@H:5]([C:1]([CH3:4])([CH3:3])[CH3:2])[CH2:10][CH2:9]3)[CH:13]=2)[CH2:18]1)([CH3:28])[CH2:26][OH:25], predict the reactants needed to synthesize it.